From a dataset of Catalyst prediction with 721,799 reactions and 888 catalyst types from USPTO. Predict which catalyst facilitates the given reaction. (1) Reactant: C(OC([NH:8][S:9]([N:12]([C:18]1[C:22]([CH3:23])=[C:21]([C:24]2[CH:29]=[CH:28][CH:27]=[C:26]([NH:30][CH:31]3[CH2:36][CH2:35][CH2:34][CH2:33][CH2:32]3)[CH:25]=2)[S:20][CH:19]=1)[CH2:13][C:14]([O:16][CH3:17])=[O:15])(=[O:11])=[O:10])=O)(C)(C)C.C(O)(C(F)(F)F)=O. Product: [CH:31]1([NH:30][C:26]2[CH:25]=[C:24]([C:21]3[S:20][CH:19]=[C:18]([N:12]([S:9](=[O:10])(=[O:11])[NH2:8])[CH2:13][C:14]([O:16][CH3:17])=[O:15])[C:22]=3[CH3:23])[CH:29]=[CH:28][CH:27]=2)[CH2:36][CH2:35][CH2:34][CH2:33][CH2:32]1. The catalyst class is: 2. (2) Reactant: [Br:1][C:2]1[CH:3]=[N:4][N:5]2[CH:10]=[CH:9][C:8]([N:11]3[CH2:16][CH2:15][NH:14][CH2:13][CH2:12]3)=[N:7][C:6]=12.[C:17](Cl)(=[O:28])[O:18][C:19]1[CH:24]=[CH:23][C:22]([N+:25]([O-:27])=[O:26])=[CH:21][CH:20]=1. Product: [N+:25]([C:22]1[CH:21]=[CH:20][C:19]([O:18][C:17]([N:14]2[CH2:15][CH2:16][N:11]([C:8]3[CH:9]=[CH:10][N:5]4[N:4]=[CH:3][C:2]([Br:1])=[C:6]4[N:7]=3)[CH2:12][CH2:13]2)=[O:28])=[CH:24][CH:23]=1)([O-:27])=[O:26]. The catalyst class is: 25. (3) Reactant: [CH:1]1([N:7]2[CH2:11][CH2:10][CH:9]([CH2:12][C:13]3[CH:18]=[CH:17][CH:16]=[CH:15][C:14]=3[OH:19])[C:8]2=[O:20])[CH2:6][CH2:5][CH2:4][CH2:3][CH2:2]1.CN(C)C=O.[H-].[Na+].[CH2:28](I)[CH3:29]. Product: [CH:1]1([N:7]2[CH2:11][CH2:10][CH:9]([CH2:12][C:13]3[CH:18]=[CH:17][CH:16]=[CH:15][C:14]=3[O:19][CH2:28][CH3:29])[C:8]2=[O:20])[CH2:2][CH2:3][CH2:4][CH2:5][CH2:6]1. The catalyst class is: 6.